Dataset: Full USPTO retrosynthesis dataset with 1.9M reactions from patents (1976-2016). Task: Predict the reactants needed to synthesize the given product. (1) The reactants are: CC[N:3]([CH:7]([CH3:9])C)[CH:4]([CH3:6])C.[Cl:10][C:11]1[N:16]=[C:15](Cl)[C:14]([C:18]([NH:20][CH:21]2[CH:28]3[CH2:29][CH:24]4[CH2:25][C:26]([OH:31])([CH2:30][CH:22]2[CH2:23]4)[CH2:27]3)=[O:19])=[CH:13][N:12]=1.N1CCCC1. Given the product [Cl:10][C:11]1[N:16]=[C:15]([N:3]2[CH2:4][CH2:6][CH2:9][CH2:7]2)[C:14]([C:18]([NH:20][CH:21]2[CH:28]3[CH2:29][CH:24]4[CH2:25][C:26]([OH:31])([CH2:30][CH:22]2[CH2:23]4)[CH2:27]3)=[O:19])=[CH:13][N:12]=1, predict the reactants needed to synthesize it. (2) Given the product [Cl-:1].[CH3:35][O:34][C:31]1[CH:30]=[CH:29][C:28]([CH:21]([C:22]2[CH:27]=[CH:26][CH:25]=[CH:24][CH:23]=2)[O:20][C:19]([NH:18][C@@H:12]2[CH:13]3[CH2:14][CH2:15][N+:10]([CH2:2][C:3](=[O:4])[C:5]4[S:6][CH:7]=[CH:8][CH:9]=4)([CH2:17][CH2:16]3)[CH2:11]2)=[O:36])=[CH:33][CH:32]=1, predict the reactants needed to synthesize it. The reactants are: [Cl:1][CH2:2][C:3]([C:5]1[S:6][CH:7]=[CH:8][CH:9]=1)=[O:4].[N:10]12[CH2:17][CH2:16][CH:13]([CH2:14][CH2:15]1)[C@@H:12]([NH:18][C:19](=[O:36])[O:20][CH:21]([C:28]1[CH:33]=[CH:32][C:31]([O:34][CH3:35])=[CH:30][CH:29]=1)[C:22]1[CH:27]=[CH:26][CH:25]=[CH:24][CH:23]=1)[CH2:11]2.